This data is from Reaction yield outcomes from USPTO patents with 853,638 reactions. The task is: Predict the reaction yield, written as a fraction of the theoretical maximum amount of product (1.0 means a 100% yield; for example, 0.34 means a 34% yield). (1) The reactants are FC1C=C(F)C=CC=1C1C=C(CN2C(=O)C3=CC=CC=C3C2=O)C(=O)N(CC(C)C)N=1.[C:32]([C:35]1[C:36](=[O:60])[N:37]([CH2:50][CH2:51][CH2:52][C:53]2[CH:58]=[CH:57][C:56]([F:59])=[CH:55][CH:54]=2)[N:38]=[C:39]([C:41]2[CH:46]=[CH:45][C:44]([O:47][CH3:48])=[C:43]([F:49])[CH:42]=2)[CH:40]=1)(O)=[O:33]. No catalyst specified. The product is [F:49][C:43]1[CH:42]=[C:41]([C:39]2[CH:40]=[C:35]([CH2:32][OH:33])[C:36](=[O:60])[N:37]([CH2:50][CH2:51][CH2:52][C:53]3[CH:54]=[CH:55][C:56]([F:59])=[CH:57][CH:58]=3)[N:38]=2)[CH:46]=[CH:45][C:44]=1[O:47][CH3:48]. The yield is 0.370. (2) The reactants are [Cl-].[CH3:2][O:3][CH2:4][P+](C1C=CC=CC=1)(C1C=CC=CC=1)C1C=CC=CC=1.[Li]CCCC.[F:29][CH:30]([F:40])[O:31][C:32]1[CH:39]=[CH:38][C:35]([CH:36]=O)=[CH:34][CH:33]=1.O. The catalyst is C1COCC1. The product is [F:29][CH:30]([F:40])[O:31][C:32]1[CH:39]=[CH:38][C:35]([CH:36]=[CH:2][O:3][CH3:4])=[CH:34][CH:33]=1. The yield is 0.530. (3) The reactants are C[N:2](C)[CH:3]=[CH:4][C:5]([C:7]1[C:12](=[O:13])[CH:11]=[CH:10][N:9]([C:14]2[CH:19]=[CH:18][C:17]([CH3:20])=[CH:16][CH:15]=2)[N:8]=1)=O.[C:22]1([NH:28]N)[CH:27]=[CH:26][CH:25]=[CH:24][CH:23]=1. The catalyst is CO. The product is [CH3:20][C:17]1[CH:18]=[CH:19][C:14]([N:9]2[CH:10]=[CH:11][C:12](=[O:13])[C:7]([C:5]3[N:28]([C:22]4[CH:27]=[CH:26][CH:25]=[CH:24][CH:23]=4)[N:2]=[CH:3][CH:4]=3)=[N:8]2)=[CH:15][CH:16]=1. The yield is 0.0700. (4) The reactants are [C:1]1(=[C:8]([C:24]2[CH:29]=[CH:28][C:27]([OH:30])=[CH:26][CH:25]=2)[C:9]2[CH:14]=[CH:13][C:12]([O:15][C:16]([CH3:23])([CH3:22])[C:17]([O:19]CC)=[O:18])=[CH:11][CH:10]=2)[CH2:7][CH2:6][CH2:5][CH2:4][CH2:3][CH2:2]1.CCO.[OH-].[Na+].Cl. The catalyst is C1COCC1. The product is [C:1]1(=[C:8]([C:24]2[CH:29]=[CH:28][C:27]([OH:30])=[CH:26][CH:25]=2)[C:9]2[CH:14]=[CH:13][C:12]([O:15][C:16]([CH3:23])([CH3:22])[C:17]([OH:19])=[O:18])=[CH:11][CH:10]=2)[CH2:7][CH2:6][CH2:5][CH2:4][CH2:3][CH2:2]1. The yield is 0.750. (5) The reactants are [H-].[Al+3].[Li+].[H-].[H-].[H-].[CH2:7]([NH:14][C:15](=O)[CH2:16][CH2:17][C:18]1[CH:23]=[CH:22][C:21]([OH:24])=[CH:20][CH:19]=1)[C:8]1[CH:13]=[CH:12][CH:11]=[CH:10][CH:9]=1.[H-].[Al+3].[Li+].[H-].[H-].[H-].O1CCCC1. The catalyst is O1CCCC1. The product is [CH2:7]([NH:14][CH2:15][CH2:16][CH2:17][C:18]1[CH:19]=[CH:20][C:21]([OH:24])=[CH:22][CH:23]=1)[C:8]1[CH:9]=[CH:10][CH:11]=[CH:12][CH:13]=1. The yield is 0.980. (6) The reactants are Cl([O-])(=O)(=O)=O.[Mg+2].Cl([O-])(=O)(=O)=[O:8].[O:12]1[CH2:14][C@H:13]1[C:15]([O:17][CH3:18])=[O:16].[CH3:19][O:20][CH2:21][C@@H:22](O)[CH3:23].N1C=CN=C1.[C:30]([Si:34](Cl)([CH3:36])[CH3:35])([CH3:33])([CH3:32])[CH3:31]. The catalyst is CN(C=O)C. The product is [Si:34]([O:8][C@@H:13]([CH2:14][O:12][C@@H:22]([CH3:23])[CH2:21][O:20][CH3:19])[C:15]([O:17][CH3:18])=[O:16])([C:30]([CH3:33])([CH3:32])[CH3:31])([CH3:36])[CH3:35]. The yield is 0.300.